From a dataset of Forward reaction prediction with 1.9M reactions from USPTO patents (1976-2016). Predict the product of the given reaction. (1) Given the reactants [CH3:1][O:2][C:3](=[O:17])[CH:4]([O:13][CH:14]([CH3:16])[CH3:15])[CH2:5][C:6]1[CH:11]=[CH:10][C:9]([OH:12])=[CH:8][CH:7]=1.[CH3:18][O:19][C:20]1[CH:46]=[CH:45][C:23]([CH2:24][N:25]2[CH2:29][CH:28]([CH2:30][CH2:31]OS(C3C=CC(C)=CC=3)(=O)=O)[N:27]([CH3:43])[C:26]2=[O:44])=[CH:22][CH:21]=1.C([O-])([O-])=O.[Cs+].[Cs+], predict the reaction product. The product is: [CH3:1][O:2][C:3](=[O:17])[CH:4]([O:13][CH:14]([CH3:15])[CH3:16])[CH2:5][C:6]1[CH:11]=[CH:10][C:9]([O:12][CH2:31][CH2:30][CH:28]2[CH2:29][N:25]([CH2:24][C:23]3[CH:45]=[CH:46][C:20]([O:19][CH3:18])=[CH:21][CH:22]=3)[C:26](=[O:44])[N:27]2[CH3:43])=[CH:8][CH:7]=1. (2) Given the reactants C([C:5]1([CH:13]=[CH:12][C:11](Br)=[CH:10][CH2:9]1)[C:6]([O-:8])=[O:7])(C)(C)C.[CH2:15]([O:18][C:19]1[CH:24]=[CH:23][C:22]([C:25]#[CH:26])=[CH:21][CH:20]=1)[CH2:16][CH3:17].[CH2:27]([C:30]1[CH:35]=CC(Br)=C[CH:31]=1)CC.C[Si](C#C)(C)C.Cl, predict the reaction product. The product is: [C:30]([O:8][C:6]([C:5]1[CH:9]=[CH:10][C:11]([C:26]#[C:25][C:22]2[CH:21]=[CH:20][C:19]([O:18][CH2:15][CH2:16][CH3:17])=[CH:24][CH:23]=2)=[CH:12][CH:13]=1)=[O:7])([CH3:35])([CH3:31])[CH3:27]. (3) The product is: [Cl:1][C:2]1[CH:7]=[C:6]([CH3:8])[C:5]([N:9]2[C:13]3[N:14]=[C:15]([CH3:19])[CH:16]=[C:17]([OH:22])[C:12]=3[C:11]([CH3:20])=[CH:10]2)=[C:4]([CH3:21])[CH:3]=1. Given the reactants [Cl:1][C:2]1[CH:7]=[C:6]([CH3:8])[C:5]([N:9]2[C:13]3=[N:14][C:15]([CH3:19])=[CH:16][C:17](N)=[C:12]3[C:11]([CH3:20])=[CH:10]2)=[C:4]([CH3:21])[CH:3]=1.[OH:22]S(O)(=O)=O.N([O-])=O.[Na+].C([O-])(O)=O.[Na+], predict the reaction product. (4) Given the reactants C([O:8][C:9](=[O:23])[C@H:10]([NH:15][C:16]([O:18][C:19]([CH3:22])([CH3:21])[CH3:20])=[O:17])[CH2:11][C:12](O)=[O:13])C1C=CC=CC=1.Cl.[CH3:25][NH:26][CH3:27].ON1C2C=CC=CC=2N=N1.Cl.CN(C)CCCN=C=NCC, predict the reaction product. The product is: [C:19]([O:18][C:16]([NH:15][C@H:10]([CH2:11][C:12]([N:26]([CH3:27])[CH3:25])=[O:13])[C:9]([OH:8])=[O:23])=[O:17])([CH3:22])([CH3:21])[CH3:20].